This data is from Forward reaction prediction with 1.9M reactions from USPTO patents (1976-2016). The task is: Predict the product of the given reaction. (1) Given the reactants [F:1][C:2]1[CH:7]=[C:6]([Br:8])[CH:5]=[CH:4][C:3]=1[CH2:9]Cl.[C-:11]#[N:12].[Na+].O, predict the reaction product. The product is: [Br:8][C:6]1[CH:5]=[CH:4][C:3]([CH2:9][C:11]#[N:12])=[C:2]([F:1])[CH:7]=1. (2) Given the reactants [CH:1]1([CH2:7][CH2:8][CH2:9][C:10]([OH:12])=O)[CH2:6][CH2:5][CH2:4][CH2:3][CH2:2]1.S(Cl)([Cl:15])=O, predict the reaction product. The product is: [CH:1]1([CH2:7][CH2:8][CH2:9][C:10]([Cl:15])=[O:12])[CH2:6][CH2:5][CH2:4][CH2:3][CH2:2]1. (3) Given the reactants [N:1]1([C:7]([O:9][C:10]([CH3:13])([CH3:12])[CH3:11])=[O:8])[CH2:6][CH2:5][NH:4][CH2:3][CH2:2]1.F[C:15]1[CH:16]=[CH:17][C:18]([N+:23]([O-:25])=[O:24])=[C:19]([O:21][CH3:22])[CH:20]=1.C(N(C(C)C)C(C)C)C, predict the reaction product. The product is: [CH3:22][O:21][C:19]1[CH:20]=[C:15]([N:4]2[CH2:5][CH2:6][N:1]([C:7]([O:9][C:10]([CH3:13])([CH3:12])[CH3:11])=[O:8])[CH2:2][CH2:3]2)[CH:16]=[CH:17][C:18]=1[N+:23]([O-:25])=[O:24]. (4) Given the reactants [CH3:1][O:2][C:3](=[O:18])[C:4]1[CH:9]=[C:8]([NH:10][C:11](=[O:16])[CH2:12][CH2:13][CH2:14]Cl)[CH:7]=[C:6]([Cl:17])[CH:5]=1, predict the reaction product. The product is: [CH3:1][O:2][C:3](=[O:18])[C:4]1[CH:9]=[C:8]([N:10]2[CH2:14][CH2:13][CH2:12][C:11]2=[O:16])[CH:7]=[C:6]([Cl:17])[CH:5]=1. (5) Given the reactants [NH2:1][C:2]1[CH:3]=[C:4]([CH:8]=[CH:9][C:10]=1[O:11][CH2:12][CH3:13])[C:5]([NH2:7])=[O:6].C([N:22]=[C:23]=[S:24])(=O)C1C=CC=CC=1.O, predict the reaction product. The product is: [CH2:12]([O:11][C:10]1[CH:9]=[CH:8][C:4]([C:5]([NH2:7])=[O:6])=[CH:3][C:2]=1[NH:1][C:23]([NH2:22])=[S:24])[CH3:13]. (6) The product is: [NH2:17][C:12]1[CH:13]=[CH:14][CH:15]=[CH:16][C:11]=1[CH2:10][N:3]1[CH:2]([OH:1])[C:6]([CH3:8])([CH3:7])[O:5][C:4]1=[O:9]. Given the reactants [OH:1][CH:2]1[C:6]([CH3:8])([CH3:7])[O:5][C:4](=[O:9])[N:3]1[CH2:10][C:11]1[CH:16]=[CH:15][CH:14]=[CH:13][C:12]=1[N+:17]([O-])=O.[Cl-].[NH4+].C(O)C.O, predict the reaction product. (7) Given the reactants [CH3:1][C:2]1[C:3]([CH3:31])=[CH:4][C:5]2[N:14]([CH2:15][CH2:16][CH2:17][CH2:18][CH2:19][C:20]([CH3:27])([CH3:26])[C:21]([O:23]CC)=[O:22])[C:13]3[C:8]([C:9](=[O:29])[NH:10][C:11](=[O:28])[N:12]=3)=[N:7][C:6]=2[CH:30]=1.Cl, predict the reaction product. The product is: [CH3:1][C:2]1[C:3]([CH3:31])=[CH:4][C:5]2[N:14]([CH2:15][CH2:16][CH2:17][CH2:18][CH2:19][C:20]([CH3:27])([CH3:26])[C:21]([OH:23])=[O:22])[C:13]3[C:8]([C:9](=[O:29])[NH:10][C:11](=[O:28])[N:12]=3)=[N:7][C:6]=2[CH:30]=1.